This data is from Cav3 T-type calcium channel HTS with 100,875 compounds. The task is: Binary Classification. Given a drug SMILES string, predict its activity (active/inactive) in a high-throughput screening assay against a specified biological target. (1) The compound is Clc1ccc(NC(=S)NNC(=O)Cn2nc(cc2C)C(F)(F)F)cc1. The result is 0 (inactive). (2) The result is 0 (inactive). The compound is O=C(CN1CCN(C2CCCCC2)CC1)c1c2c([nH]c1)cccc2. (3) The molecule is S(=O)(=O)(Nc1c(SCC(=O)Nc2sc(nn2)C(F)(F)F)cccc1)c1ccccc1. The result is 1 (active). (4) The compound is S1c2n(nc(c2C(O)n2c3c(nc12)cccc3)C)c1ccccc1. The result is 0 (inactive). (5) The compound is s1c(N2CCCCC2)nc(c1)C(=O)COC(=O)c1ncc(nc1)C. The result is 0 (inactive).